Dataset: Reaction yield outcomes from USPTO patents with 853,638 reactions. Task: Predict the reaction yield, written as a fraction of the theoretical maximum amount of product (1.0 means a 100% yield; for example, 0.34 means a 34% yield). (1) The reactants are [NH2:1][C@@H:2]([C@@H:40]([C:47]1[CH:52]=[CH:51][C:50]([Cl:53])=[CH:49][CH:48]=1)[CH:41]1[CH2:46][CH2:45][O:44][CH2:43][CH2:42]1)[C:3]([NH:5][C:6]1[CH:7]=[N:8][CH:9]=[C:10]([F:39])[C:11]=1[CH2:12][CH2:13][C@@H:14]1[N:19]([S:20]([C:23]2[CH:28]=[CH:27][C:26]([O:29][CH3:30])=[CH:25][CH:24]=2)(=[O:22])=[O:21])[C@@H:18]([CH3:31])[CH2:17][N:16](C(OC(C)(C)C)=O)[CH2:15]1)=[O:4].FC(F)(F)C(O)=O. The catalyst is ClCCl. The product is [NH2:1][C@@H:2]([C@@H:40]([C:47]1[CH:48]=[CH:49][C:50]([Cl:53])=[CH:51][CH:52]=1)[CH:41]1[CH2:46][CH2:45][O:44][CH2:43][CH2:42]1)[C:3]([NH:5][C:6]1[CH:7]=[N:8][CH:9]=[C:10]([F:39])[C:11]=1[CH2:12][CH2:13][C@H:14]1[CH2:15][NH:16][CH2:17][C@H:18]([CH3:31])[N:19]1[S:20]([C:23]1[CH:24]=[CH:25][C:26]([O:29][CH3:30])=[CH:27][CH:28]=1)(=[O:21])=[O:22])=[O:4]. The yield is 0.790. (2) The reactants are F.F.F.C(N(CC)CC)C.C(N(CC)CC)C.[Si]([O:35][CH2:36][C@H:37]1[O:41][C@@H:40]([N:42]2[CH:49]=[C:48]([CH3:50])[C:46](=[O:47])[NH:45][C:43]2=[O:44])[C@H:39]([O:51][CH2:52][CH2:53][O:54][N:55]([CH3:57])[CH3:56])[C@@H:38]1[OH:58])(C(C)(C)C)(C1C=CC=CC=1)C1C=CC=CC=1.CO. The catalyst is C1COCC1.C(Cl)Cl. The product is [CH3:56][N:55]([CH3:57])[O:54][CH2:53][CH2:52][O:51][C@@H:39]1[C@H:38]([OH:58])[C@@H:37]([CH2:36][OH:35])[O:41][C@H:40]1[N:42]1[CH:49]=[C:48]([CH3:50])[C:46](=[O:47])[NH:45][C:43]1=[O:44]. The yield is 0.925.